From a dataset of Full USPTO retrosynthesis dataset with 1.9M reactions from patents (1976-2016). Predict the reactants needed to synthesize the given product. (1) Given the product [NH2:19][C:16]1[CH:17]=[CH:18][C:13]([S:10]([NH:9][C:7]2[S:8][C:4]([CH2:3][O:2][CH3:1])=[N:5][N:6]=2)(=[O:12])=[O:11])=[CH:14][CH:15]=1, predict the reactants needed to synthesize it. The reactants are: [CH3:1][O:2][CH2:3][C:4]1[S:8][C:7]([NH:9][S:10]([C:13]2[CH:18]=[CH:17][C:16]([N+:19]([O-])=O)=[CH:15][CH:14]=2)(=[O:12])=[O:11])=[N:6][N:5]=1.O. (2) Given the product [Br:1][C:2]1[C:3]([F:19])=[CH:4][C:5]2[O:14][CH2:13][CH2:12][N:11]3[C:7](=[N:8][C:9]([C:15]([NH2:17])=[O:16])=[C:10]3[I:27])[C:6]=2[CH:18]=1, predict the reactants needed to synthesize it. The reactants are: [Br:1][C:2]1[C:3]([F:19])=[CH:4][C:5]2[O:14][CH2:13][CH2:12][N:11]3[C:7](=[N:8][C:9]([C:15]([NH2:17])=[O:16])=[CH:10]3)[C:6]=2[CH:18]=1.C1C(=O)N([I:27])C(=O)C1. (3) The reactants are: [N+:1]([C:4]1[CH:9]=[C:8]([C:10]([F:13])([F:12])[F:11])[CH:7]=[CH:6][C:5]=1[NH:14][C:15]1[S:19][C:18]2[CH:20]=[CH:21][CH:22]=[CH:23][C:17]=2[C:16]=1[C:24]#[N:25])([O-])=O.[Sn](Cl)[Cl:27]. Given the product [ClH:27].[F:11][C:10]([F:13])([F:12])[C:8]1[CH:7]=[CH:6][C:5]2[NH:14][C:15]3[S:19][C:18]4[CH:20]=[CH:21][CH:22]=[CH:23][C:17]=4[C:16]=3[C:24]([NH2:25])=[N:1][C:4]=2[CH:9]=1, predict the reactants needed to synthesize it. (4) Given the product [CH2:24]([O:23][C:21]([N:9]1[CH2:10][C:4]2[CH:3]=[C:2]([Br:1])[CH:13]=[N:12][C:5]=2[NH:6][C:7](=[O:11])[CH2:8]1)=[O:22])[C:25]1[CH:30]=[CH:29][CH:28]=[CH:27][CH:26]=1, predict the reactants needed to synthesize it. The reactants are: [Br:1][C:2]1[CH:13]=[N:12][C:5]2[NH:6][C:7](=[O:11])[CH2:8][NH:9][CH2:10][C:4]=2[CH:3]=1.CCN(CC)CC.[C:21](Cl)([O:23][CH2:24][C:25]1[CH:30]=[CH:29][CH:28]=[CH:27][CH:26]=1)=[O:22]. (5) The reactants are: [Sn](Cl)Cl.[Cl:4][C:5]1[CH:10]=[CH:9][CH:8]=[C:7]([Cl:11])[C:6]=1[C:12]1[O:16][N:15]=[C:14]([C:17]2[CH:22]=[CH:21][CH:20]=[C:19]([N+:23]([O-])=O)[CH:18]=2)[CH:13]=1. Given the product [NH2:23][C:19]1[CH:18]=[C:17]([C:14]2[CH:13]=[C:12]([C:6]3[C:5]([Cl:4])=[CH:10][CH:9]=[CH:8][C:7]=3[Cl:11])[O:16][N:15]=2)[CH:22]=[CH:21][CH:20]=1, predict the reactants needed to synthesize it.